Dataset: Forward reaction prediction with 1.9M reactions from USPTO patents (1976-2016). Task: Predict the product of the given reaction. (1) Given the reactants [NH2:1][C:2]1[NH:6][N:5]=[C:4]([CH2:7][CH2:8][C:9]2[N:14]=[C:13]([C:15]([NH:17][CH3:18])=[O:16])[CH:12]=[C:11]([O:19][CH3:20])[CH:10]=2)[CH:3]=1.Cl[C:22]1[CH:27]=[CH:26][N:25]=[C:24]([NH:28][CH2:29][C:30]2[O:34][N:33]=[C:32]([CH3:35])[CH:31]=2)[N:23]=1, predict the reaction product. The product is: [CH3:20][O:19][C:11]1[CH:10]=[C:9]([CH2:8][CH2:7][C:4]2[CH:3]=[C:2]([NH:1][C:22]3[CH:27]=[CH:26][N:25]=[C:24]([NH:28][CH2:29][C:30]4[O:34][N:33]=[C:32]([CH3:35])[CH:31]=4)[N:23]=3)[NH:6][N:5]=2)[N:14]=[C:13]([C:15]([NH:17][CH3:18])=[O:16])[CH:12]=1. (2) Given the reactants [CH:1]1[C:10]2[C:5](=[CH:6][CH:7]=[CH:8][CH:9]=2)[CH:4]=[CH:3][C:2]=1[N:11]1[CH2:16][CH2:15][CH:14]([C:17](O)=[O:18])[CH2:13][CH2:12]1.BrC1C=CC2C(=CC=CC=2)C=1.[C:31]1([NH2:41])[C:40]2[C:35](=[CH:36][N:37]=[CH:38][CH:39]=2)[CH:34]=[CH:33][N:32]=1, predict the reaction product. The product is: [C:31]1([NH:41][C:17]([CH:14]2[CH2:15][CH2:16][N:11]([C:2]3[CH:3]=[CH:4][C:5]4[C:10](=[CH:9][CH:8]=[CH:7][CH:6]=4)[CH:1]=3)[CH2:12][CH2:13]2)=[O:18])[C:40]2[C:35](=[CH:36][N:37]=[CH:38][CH:39]=2)[CH:34]=[CH:33][N:32]=1. (3) Given the reactants [F:1][C:2]([F:43])([F:42])[C:3]1[CH:4]=[C:5]([C@H:13]2[O:17][C:16](=[O:18])[N:15]([CH2:19][C:20]3[C:25]([C:26]4[C:27]([O:35][CH3:36])=[N:28][CH:29]=[C:30]([CH:32]([CH3:34])[CH3:33])[CH:31]=4)=[CH:24][N:23]=[C:22](S(C)(=O)=O)[N:21]=3)[C@H:14]2[CH3:41])[CH:6]=[C:7]([C:9]([F:12])([F:11])[F:10])[CH:8]=1.Cl.[F:45][C:46]1([F:50])[CH2:49][NH:48][CH2:47]1.C(N(CC)CC)C, predict the reaction product. The product is: [F:1][C:2]([F:43])([F:42])[C:3]1[CH:4]=[C:5]([C@H:13]2[O:17][C:16](=[O:18])[N:15]([CH2:19][C:20]3[C:25]([C:26]4[C:27]([O:35][CH3:36])=[N:28][CH:29]=[C:30]([CH:32]([CH3:34])[CH3:33])[CH:31]=4)=[CH:24][N:23]=[C:22]([N:48]4[CH2:49][C:46]([F:50])([F:45])[CH2:47]4)[N:21]=3)[C@H:14]2[CH3:41])[CH:6]=[C:7]([C:9]([F:12])([F:11])[F:10])[CH:8]=1. (4) Given the reactants C([O:14][C:15]([C:17]1[CH:22]=[CH:21][CH:20]=[CH:19][C:18]=1[N:23]([C:58](=[O:69])[C:59]([O:61]CC1C=CC=CC=1)=[O:60])[C:24]1[CH:57]=[CH:56][C:27]([CH2:28][C@@H:29]([C:35]([NH:37][CH2:38][CH2:39][CH2:40][CH2:41][O:42][C:43]2[CH:52]=[C:51]([O:53][CH3:54])[CH:50]=[C:49]([OH:55])[C:44]=2[C:45]([O:47][CH3:48])=[O:46])=[O:36])[NH:30][C:31]([O:33][CH3:34])=[O:32])=[CH:26][CH:25]=1)=[O:16])(C1C=CC=CC=1)C1C=CC=CC=1, predict the reaction product. The product is: [C:59]([C:58]([N:23]([C:18]1[CH:19]=[CH:20][CH:21]=[CH:22][C:17]=1[C:15]([OH:16])=[O:14])[C:24]1[CH:57]=[CH:56][C:27]([CH2:28][C@@H:29]([C:35]([NH:37][CH2:38][CH2:39][CH2:40][CH2:41][O:42][C:43]2[CH:52]=[C:51]([O:53][CH3:54])[CH:50]=[C:49]([OH:55])[C:44]=2[C:45]([O:47][CH3:48])=[O:46])=[O:36])[NH:30][C:31]([O:33][CH3:34])=[O:32])=[CH:26][CH:25]=1)=[O:69])([OH:61])=[O:60]. (5) The product is: [CH2:8]([O:10][CH2:11][CH2:12][N:13]1[CH:6]([C:2]2[S:1][CH:5]=[CH:4][CH:3]=2)[CH:15]([C:14]([NH:31][C:30]2[CH:32]=[CH:33][CH:34]=[C:28]([O:27][CH3:26])[CH:29]=2)=[O:25])[C:16]2[C:17](=[CH:21][CH:22]=[CH:23][CH:24]=2)[C:18]1=[O:20])[CH3:9]. Given the reactants [S:1]1[CH:5]=[CH:4][CH:3]=[C:2]1[CH:6]=O.[CH2:8]([O:10][CH2:11][CH2:12][NH2:13])[CH3:9].[C:14]1(=[O:25])[O:20][C:18](=O)[C:17]2=[CH:21][CH:22]=[CH:23][CH:24]=[C:16]2[CH2:15]1.[CH3:26][O:27][C:28]1[CH:29]=[C:30]([CH:32]=[CH:33][CH:34]=1)[NH2:31], predict the reaction product.